From a dataset of Full USPTO retrosynthesis dataset with 1.9M reactions from patents (1976-2016). Predict the reactants needed to synthesize the given product. (1) Given the product [C:1]([C:5]1[S:9][C:8]([NH:34][C:22](=[O:21])[O:44][C:40]([CH3:43])([CH3:42])[CH3:41])=[CH:7][CH:6]=1)([CH3:2])([CH3:3])[CH3:4], predict the reactants needed to synthesize it. The reactants are: [C:1]([C:5]1[S:9][C:8](C(O)=O)=[CH:7][CH:6]=1)([CH3:4])([CH3:3])[CH3:2].C1(OP(N=[N+]=[N-])(=O)[O:21][C:22]2C=CC=CC=2)C=CC=CC=1.C([N:34](CC)CC)C.O.[C:40]([OH:44])([CH3:43])([CH3:42])[CH3:41]. (2) Given the product [C:25]([C:24]1[C:23]([N+:20]([O-:22])=[O:21])=[CH:30][CH:29]=[CH:28][C:27]=1[O:1][C@H:2]1[CH2:7][CH2:6][C@H:5]([CH2:8][NH:9][C:10](=[O:19])[O:11][CH2:12][C:13]2[CH:14]=[CH:15][CH:16]=[CH:17][CH:18]=2)[CH2:4][CH2:3]1)#[N:26], predict the reactants needed to synthesize it. The reactants are: [OH:1][C@H:2]1[CH2:7][CH2:6][C@H:5]([CH2:8][NH:9][C:10](=[O:19])[O:11][CH2:12][C:13]2[CH:18]=[CH:17][CH:16]=[CH:15][CH:14]=2)[CH2:4][CH2:3]1.[N+:20]([C:23]1[CH:30]=[CH:29][CH:28]=[C:27]([N+]([O-])=O)[C:24]=1[C:25]#[N:26])([O-:22])=[O:21]. (3) Given the product [C:34]1([S:40]([NH:1][CH2:2][CH2:3][N:4]2[C:12]3[CH:11]=[CH:10][CH:9]=[CH:8][C:7]=3[C:6]3[CH2:13][CH2:14][N:15]([C:18]([O:20][C:21]([CH3:24])([CH3:23])[CH3:22])=[O:19])[CH2:16][CH2:17][C:5]2=3)(=[O:42])=[O:41])[CH:39]=[CH:38][CH:37]=[CH:36][CH:35]=1, predict the reactants needed to synthesize it. The reactants are: [NH2:1][CH2:2][CH2:3][N:4]1[C:12]2[CH:11]=[CH:10][CH:9]=[CH:8][C:7]=2[C:6]2[CH2:13][CH2:14][N:15]([C:18]([O:20][C:21]([CH3:24])([CH3:23])[CH3:22])=[O:19])[CH2:16][CH2:17][C:5]1=2.C(N(C(C)C)CC)(C)C.[C:34]1([S:40](Cl)(=[O:42])=[O:41])[CH:39]=[CH:38][CH:37]=[CH:36][CH:35]=1.C(O)(=O)CC(CC(O)=O)(C(O)=O)O. (4) The reactants are: O[C:2]([C:5]1[CH:10]=[CH:9][N:8]=[C:7]([C:11]([O:13][CH2:14][CH3:15])=[O:12])[CH:6]=1)([CH3:4])[CH3:3].CCN(S(F)(F)[F:22])CC.C([O-])(O)=O.[Na+]. Given the product [F:22][C:2]([C:5]1[CH:10]=[CH:9][N:8]=[C:7]([C:11]([O:13][CH2:14][CH3:15])=[O:12])[CH:6]=1)([CH3:4])[CH3:3], predict the reactants needed to synthesize it. (5) Given the product [CH3:19][C:5]1[N:4]([CH2:3][CH:2]([O:1][C:22]2[CH:23]=[CH:24][CH:25]=[CH:26][N:21]=2)[CH3:20])[C:12]2[C:7]([CH:6]=1)=[C:8]([C:15]([F:18])([F:16])[F:17])[C:9]([C:13]#[N:14])=[CH:10][CH:11]=2, predict the reactants needed to synthesize it. The reactants are: [OH:1][CH:2]([CH3:20])[CH2:3][N:4]1[C:12]2[C:7](=[C:8]([C:15]([F:18])([F:17])[F:16])[C:9]([C:13]#[N:14])=[CH:10][CH:11]=2)[CH:6]=[C:5]1[CH3:19].[N:21]1[CH:26]=[CH:25][CH:24]=[CH:23][C:22]=1O. (6) Given the product [ClH:38].[CH3:1][O:2][C:3](=[O:37])[C@@H:4]([NH:14][C:15]([C:17]1[S:18][C:19]([C:24](=[O:36])[NH:25][CH2:26][C:27]2[CH:35]=[CH:34][CH:33]=[C:32]3[C:28]=2[CH:29]=[N:30][NH:31]3)=[CH:20][C:21]=1[C:22]#[N:23])=[O:16])[CH2:5][NH2:6], predict the reactants needed to synthesize it. The reactants are: [CH3:1][O:2][C:3](=[O:37])[C@@H:4]([NH:14][C:15]([C:17]1[S:18][C:19]([C:24](=[O:36])[NH:25][CH2:26][C:27]2[CH:35]=[CH:34][CH:33]=[C:32]3[C:28]=2[CH:29]=[N:30][NH:31]3)=[CH:20][C:21]=1[C:22]#[N:23])=[O:16])[CH2:5][NH:6]C(OC(C)(C)C)=O.[ClH:38].